From a dataset of Full USPTO retrosynthesis dataset with 1.9M reactions from patents (1976-2016). Predict the reactants needed to synthesize the given product. (1) The reactants are: C([Li])(CC)C.[C:6]([N:10]1[CH2:15][CH2:14][N:13]([C:16]([O:18][C:19]([CH3:22])([CH3:21])[CH3:20])=[O:17])[CH2:12][CH2:11]1)([CH3:9])([CH3:8])[CH3:7].C1C[C@H]2N(C[C@H]3[C@@H]4CCCCN4C[C@@H]2C3)CC1.[C:40](=[O:42])=[O:41].S([O-])([O-])(=O)=O.[Na+].[Na+]. Given the product [C:6]([N:10]1[CH2:15][CH2:14][N:13]([C:16]([O:18][C:19]([CH3:22])([CH3:21])[CH3:20])=[O:17])[C@@H:12]([C:40]([OH:42])=[O:41])[CH2:11]1)([CH3:9])([CH3:8])[CH3:7], predict the reactants needed to synthesize it. (2) The reactants are: [NH2:1][C:2]1[CH:3]=[C:4]2[C:9](=[CH:10][CH:11]=1)[N:8]=[C:7]([C:12]1[CH:17]=[CH:16][C:15]3[O:18][CH2:19][O:20][C:14]=3[CH:13]=1)[N:6]=[CH:5]2.[C:21](=[NH:35])(SCC1C=CC2C(=CC=CC=2)C=1)[CH3:22]. Given the product [O:18]1[C:15]2[CH:16]=[CH:17][C:12]([C:7]3[N:6]=[CH:5][C:4]4[C:9](=[CH:10][CH:11]=[C:2]([NH:1][C:21](=[NH:35])[CH3:22])[CH:3]=4)[N:8]=3)=[CH:13][C:14]=2[O:20][CH2:19]1, predict the reactants needed to synthesize it. (3) The reactants are: Br[C:2]1[CH:11]=[C:10]2[C:5]([CH2:6][CH:7]([CH3:26])[N:8]([C:12]3[CH:17]=[C:16]([N:18]4[CH2:23][CH2:22][N:21]([CH3:24])[CH2:20][CH2:19]4)[N:15]=[C:14]([NH2:25])[N:13]=3)[CH2:9]2)=[CH:4][CH:3]=1.[O:27]=[S:28]1(=[O:47])[CH2:32][CH2:31][CH:30]([N:33]2[CH:37]=[C:36](B3OC(C)(C)C(C)(C)O3)[CH:35]=[N:34]2)[CH2:29]1.C(=O)(O)[O-].[Na+].O1CCOCC1. Given the product [O:47]=[S:28]1(=[O:27])[CH2:32][CH2:31][CH:30]([N:33]2[CH:37]=[C:36]([C:2]3[CH:11]=[C:10]4[C:5]([CH2:6][CH:7]([CH3:26])[N:8]([C:12]5[CH:17]=[C:16]([N:18]6[CH2:23][CH2:22][N:21]([CH3:24])[CH2:20][CH2:19]6)[N:15]=[C:14]([NH2:25])[N:13]=5)[CH2:9]4)=[CH:4][CH:3]=3)[CH:35]=[N:34]2)[CH2:29]1, predict the reactants needed to synthesize it. (4) Given the product [F:19][C:20]([F:25])([F:24])[C:21]([OH:23])=[O:22].[Cl:1][C:2]1[N:7]=[C:6]([N:8]2[CH2:13][CH2:12][CH:11]([CH2:14][NH2:15])[CH2:10][CH2:9]2)[CH:5]=[CH:4][N:3]=1, predict the reactants needed to synthesize it. The reactants are: [Cl:1][C:2]1[N:7]=[C:6]([N:8]2[CH2:13][CH2:12][CH:11]([CH2:14][NH:15]C(=O)[O-])[CH2:10][CH2:9]2)[CH:5]=[CH:4][N:3]=1.[F:19][C:20]([F:25])([F:24])[C:21]([OH:23])=[O:22]. (5) The reactants are: [H-].[Na+].[C:3]([O:7][C:8]([NH:10][C@H:11]1[CH2:17][CH2:16][CH2:15][C@@H:14]([OH:18])[CH:13]=[CH:12]1)=[O:9])([CH3:6])([CH3:5])[CH3:4].[CH3:19]I.[OH-].[Na+]. Given the product [C:3]([O:7][C:8]([NH:10][C@H:11]1[CH2:17][CH2:16][CH2:15][C@@H:14]([O:18][CH3:19])[CH:13]=[CH:12]1)=[O:9])([CH3:6])([CH3:4])[CH3:5], predict the reactants needed to synthesize it.